Dataset: Peptide-MHC class II binding affinity with 134,281 pairs from IEDB. Task: Regression. Given a peptide amino acid sequence and an MHC pseudo amino acid sequence, predict their binding affinity value. This is MHC class II binding data. (1) The peptide sequence is ENPVVHFFKNI. The MHC is H-2-IAs with pseudo-sequence H-2-IAs. The binding affinity (normalized) is 0. (2) The peptide sequence is IPVIVADDLTAAINK. The MHC is DRB3_0101 with pseudo-sequence DRB3_0101. The binding affinity (normalized) is 0.763. (3) The peptide sequence is GELQIVDKIMAAFKI. The MHC is DRB1_1501 with pseudo-sequence DRB1_1501. The binding affinity (normalized) is 0.497.